Dataset: Catalyst prediction with 721,799 reactions and 888 catalyst types from USPTO. Task: Predict which catalyst facilitates the given reaction. (1) Reactant: [OH:1][C:2]1[CH:7]=[CH:6][C:5]([CH2:8][C:9]([O:11][CH3:12])=[O:10])=[CH:4][CH:3]=1.C(=O)([O-])[O-].[Cs+].[Cs+].[Cl:19][C:20]1[CH:25]=[CH:24][CH:23]=[CH:22][C:21]=1[C@H:26]([O:28][C:29](=[O:45])[NH:30][C:31]1[C:32]([CH3:44])=[N:33][O:34][C:35]=1[C:36]1[CH:41]=[CH:40][C:39]([CH2:42]Cl)=[CH:38][CH:37]=1)[CH3:27]. Product: [CH3:12][O:11][C:9](=[O:10])[CH2:8][C:5]1[CH:4]=[CH:3][C:2]([O:1][CH2:42][C:39]2[CH:38]=[CH:37][C:36]([C:35]3[O:34][N:33]=[C:32]([CH3:44])[C:31]=3[NH:30][C:29]([O:28][C@@H:26]([C:21]3[CH:22]=[CH:23][CH:24]=[CH:25][C:20]=3[Cl:19])[CH3:27])=[O:45])=[CH:41][CH:40]=2)=[CH:7][CH:6]=1. The catalyst class is: 23. (2) Reactant: [N:1]1([C:7]([C:9]2[S:10][CH:11]=[CH:12][CH:13]=2)=[O:8])[CH2:6][CH2:5][NH:4][CH2:3][CH2:2]1.C1([NH:20][C:21]([C:23]2[C:24](=[O:36])[N:25]([CH3:35])[C:26]3[C:31]([C:32]=2O)=[CH:30][C:29]([CH3:34])=[CH:28][CH:27]=3)=O)CCCCC1. Product: [CH2:35]([N:25]1[C:26]2[C:31](=[CH:30][C:29]([CH3:34])=[CH:28][CH:27]=2)[C:32]([N:4]2[CH2:5][CH2:6][N:1]([C:7]([C:9]3[S:10][CH:11]=[CH:12][CH:13]=3)=[O:8])[CH2:2][CH2:3]2)=[C:23]([C:21]#[N:20])[C:24]1=[O:36])[C:26]1[CH:31]=[CH:30][CH:29]=[CH:28][CH:27]=1. The catalyst class is: 11. (3) Reactant: [N+:1]([C:4]1[CH:9]=[CH:8][C:7]([N:10]2[CH2:15][CH2:14][NH:13][CH2:12][CH2:11]2)=[CH:6][CH:5]=1)([O-:3])=[O:2].[C:16](Cl)(=[O:21])[C:17]([CH3:20])([CH3:19])[CH3:18].C(N(CC)CC)C. Product: [CH3:18][C:17]([CH3:20])([CH3:19])[C:16]([N:13]1[CH2:14][CH2:15][N:10]([C:7]2[CH:6]=[CH:5][C:4]([N+:1]([O-:3])=[O:2])=[CH:9][CH:8]=2)[CH2:11][CH2:12]1)=[O:21]. The catalyst class is: 2. (4) Reactant: [CH2:1]([N:3]([CH2:26][CH3:27])[C:4]([CH:6]1[C:18]2[C:17]3[C:12](=[CH:13][CH:14]=[CH:15][CH:16]=3)[N:11]([CH2:19][CH2:20][OH:21])[C:10]=2[C:9]2[CH:22]=[CH:23][CH:24]=[CH:25][C:8]=2[S:7]1)=[O:5])[CH3:2].[OH-].[K+].I[CH3:31]. Product: [CH2:26]([N:3]([CH2:1][CH3:2])[C:4]([CH:6]1[C:18]2[C:17]3[C:12](=[CH:13][CH:14]=[CH:15][CH:16]=3)[N:11]([CH2:19][CH2:20][O:21][CH3:31])[C:10]=2[C:9]2[CH:22]=[CH:23][CH:24]=[CH:25][C:8]=2[S:7]1)=[O:5])[CH3:27]. The catalyst class is: 16. (5) Reactant: [NH2:1][C:2]1[C:26]([CH3:27])=[CH:25][C:5]([O:6][C:7]2[CH:8]=[CH:9][C:10]([N+:22]([O-:24])=[O:23])=[C:11]([N:13]([CH3:21])[C:14](=[O:20])[O:15][C:16]([CH3:19])([CH3:18])[CH3:17])[CH:12]=2)=[CH:4][C:3]=1[CH3:28].[C:29](O[C:29]([O:31][C:32]([CH3:35])([CH3:34])[CH3:33])=[O:30])([O:31][C:32]([CH3:35])([CH3:34])[CH3:33])=[O:30].C(N(CC)CC)C. Product: [C:32]([O:31][C:29]([NH:1][C:2]1[C:3]([CH3:28])=[CH:4][C:5]([O:6][C:7]2[CH:8]=[CH:9][C:10]([N+:22]([O-:24])=[O:23])=[C:11]([N:13]([CH3:21])[C:14](=[O:20])[O:15][C:16]([CH3:19])([CH3:18])[CH3:17])[CH:12]=2)=[CH:25][C:26]=1[CH3:27])=[O:30])([CH3:35])([CH3:34])[CH3:33]. The catalyst class is: 7.